This data is from NCI-60 drug combinations with 297,098 pairs across 59 cell lines. The task is: Regression. Given two drug SMILES strings and cell line genomic features, predict the synergy score measuring deviation from expected non-interaction effect. (1) Drug 1: CS(=O)(=O)C1=CC(=C(C=C1)C(=O)NC2=CC(=C(C=C2)Cl)C3=CC=CC=N3)Cl. Drug 2: COC1=NC(=NC2=C1N=CN2C3C(C(C(O3)CO)O)O)N. Cell line: NCI-H522. Synergy scores: CSS=11.4, Synergy_ZIP=-2.88, Synergy_Bliss=2.41, Synergy_Loewe=2.33, Synergy_HSA=2.37. (2) Drug 1: C1CN1C2=NC(=NC(=N2)N3CC3)N4CC4. Drug 2: C1=CC(=CC=C1CCCC(=O)O)N(CCCl)CCCl. Cell line: NCI-H322M. Synergy scores: CSS=-0.917, Synergy_ZIP=1.08, Synergy_Bliss=0.453, Synergy_Loewe=-5.36, Synergy_HSA=-2.75. (3) Drug 1: CNC(=O)C1=NC=CC(=C1)OC2=CC=C(C=C2)NC(=O)NC3=CC(=C(C=C3)Cl)C(F)(F)F. Drug 2: CC(C)NC(=O)C1=CC=C(C=C1)CNNC.Cl. Cell line: U251. Synergy scores: CSS=3.70, Synergy_ZIP=2.45, Synergy_Bliss=5.36, Synergy_Loewe=3.60, Synergy_HSA=-0.436. (4) Drug 1: B(C(CC(C)C)NC(=O)C(CC1=CC=CC=C1)NC(=O)C2=NC=CN=C2)(O)O. Drug 2: C1CCC(C(C1)[NH-])[NH-].C(=O)(C(=O)[O-])[O-].[Pt+4]. Cell line: UACC62. Synergy scores: CSS=52.8, Synergy_ZIP=-1.15, Synergy_Bliss=-3.79, Synergy_Loewe=-6.09, Synergy_HSA=-0.697. (5) Drug 2: C1CN(CCN1C(=O)CCBr)C(=O)CCBr. Drug 1: C(=O)(N)NO. Synergy scores: CSS=42.6, Synergy_ZIP=1.17, Synergy_Bliss=3.14, Synergy_Loewe=-10.2, Synergy_HSA=2.78. Cell line: U251. (6) Drug 1: C1CC(=O)NC(=O)C1N2C(=O)C3=CC=CC=C3C2=O. Drug 2: CC(C)NC(=O)C1=CC=C(C=C1)CNNC.Cl. Cell line: EKVX. Synergy scores: CSS=6.80, Synergy_ZIP=-2.19, Synergy_Bliss=-0.687, Synergy_Loewe=-1.27, Synergy_HSA=0.315. (7) Drug 1: CC(CN1CC(=O)NC(=O)C1)N2CC(=O)NC(=O)C2. Drug 2: C#CCC(CC1=CN=C2C(=N1)C(=NC(=N2)N)N)C3=CC=C(C=C3)C(=O)NC(CCC(=O)O)C(=O)O. Cell line: TK-10. Synergy scores: CSS=4.27, Synergy_ZIP=-4.19, Synergy_Bliss=-4.57, Synergy_Loewe=-5.10, Synergy_HSA=-5.28. (8) Drug 1: CC=C1C(=O)NC(C(=O)OC2CC(=O)NC(C(=O)NC(CSSCCC=C2)C(=O)N1)C(C)C)C(C)C. Drug 2: CN1C2=C(C=C(C=C2)N(CCCl)CCCl)N=C1CCCC(=O)O.Cl. Cell line: SR. Synergy scores: CSS=72.4, Synergy_ZIP=2.01, Synergy_Bliss=3.81, Synergy_Loewe=-54.3, Synergy_HSA=4.89. (9) Drug 1: CC1=C(C(=CC=C1)Cl)NC(=O)C2=CN=C(S2)NC3=CC(=NC(=N3)C)N4CCN(CC4)CCO. Drug 2: CC1C(C(CC(O1)OC2CC(CC3=C2C(=C4C(=C3O)C(=O)C5=CC=CC=C5C4=O)O)(C(=O)C)O)N)O. Cell line: UACC-257. Synergy scores: CSS=56.1, Synergy_ZIP=4.19, Synergy_Bliss=6.47, Synergy_Loewe=6.76, Synergy_HSA=7.76.